This data is from Catalyst prediction with 721,799 reactions and 888 catalyst types from USPTO. The task is: Predict which catalyst facilitates the given reaction. (1) Reactant: Cl.[Cl:2][C:3]1[N:4]=[C:5]([N:12]2[CH2:17][CH2:16][NH:15][CH2:14][CH2:13]2)[C:6]2[O:11][CH:10]=[CH:9][C:7]=2[N:8]=1.ClC1N=C(Cl)C2OC=CC=2N=1.N1CCNCC1.[CH3:35][S:36](Cl)(=[O:38])=[O:37]. Product: [Cl:2][C:3]1[N:4]=[C:5]([N:12]2[CH2:17][CH2:16][N:15]([S:36]([CH3:35])(=[O:38])=[O:37])[CH2:14][CH2:13]2)[C:6]2[O:11][CH:10]=[CH:9][C:7]=2[N:8]=1. The catalyst class is: 298. (2) Reactant: [CH3:1][C:2]([C:22]1[CH:27]=[CH:26][C:25]([O:28][C:29]2[CH:34]=[CH:33][C:32]3[C:35](O[C:38](=[O:39])[C:31]=3[CH:30]=2)=[O:36])=[CH:24][CH:23]=1)([C:4]1[CH:9]=[CH:8][C:7]([O:10][C:11]2[CH:16]=[CH:15][C:14]3[C:17](O[C:20](=[O:21])[C:13]=3[CH:12]=2)=[O:18])=[CH:6][CH:5]=1)[CH3:3].[NH2:40][C:41]1[CH:46]=[CH:45][C:44]([OH:47])=[CH:43][CH:42]=1. Product: [CH3:3][C:2]([C:22]1[CH:27]=[CH:26][C:25]([O:28][C:29]2[CH:30]=[C:31]3[C:32](=[CH:33][CH:34]=2)[C:35](=[O:36])[N:40]([C:41]2[CH:46]=[CH:45][C:44]([OH:47])=[CH:43][CH:42]=2)[C:38]3=[O:39])=[CH:24][CH:23]=1)([C:4]1[CH:9]=[CH:8][C:7]([O:10][C:11]2[CH:12]=[C:13]3[C:14](=[CH:15][CH:16]=2)[C:17](=[O:18])[N:40]([C:41]2[CH:46]=[CH:45][C:44]([OH:47])=[CH:43][CH:42]=2)[C:20]3=[O:21])=[CH:6][CH:5]=1)[CH3:1]. The catalyst class is: 3.